Dataset: Forward reaction prediction with 1.9M reactions from USPTO patents (1976-2016). Task: Predict the product of the given reaction. (1) The product is: [CH2:14]([O:13][C:11]1[CH:12]=[C:7]([N:28]2[CH2:29][CH2:30][CH:25]([CH3:24])[CH2:26][CH2:27]2)[N:8]=[CH:9][N:10]=1)[C:15]#[C:16][CH3:17]. Given the reactants CN(C)C=O.Cl[C:7]1[CH:12]=[C:11]([O:13][CH2:14][C:15]#[C:16][CH3:17])[N:10]=[CH:9][N:8]=1.C(=O)([O-])[O-].[K+].[K+].[CH3:24][CH:25]1[CH2:30][CH2:29][NH:28][CH2:27][CH2:26]1, predict the reaction product. (2) Given the reactants [CH3:1][C:2]1[S:3][C:4]([CH3:11])=[CH:5][C:6]=1[C:7](=O)[CH2:8]Br.[NH2:12][C:13]1[N:18]=[N:17][C:16]([N:19]2[CH2:24][CH2:23][N:22]([CH:25]=[O:26])[CH2:21][CH2:20]2)=[CH:15][CH:14]=1.C(N(CC)CC)C, predict the reaction product. The product is: [CH3:1][C:2]1[S:3][C:4]([CH3:11])=[CH:5][C:6]=1[C:7]1[N:12]=[C:13]2[CH:14]=[CH:15][C:16]([N:19]3[CH2:24][CH2:23][N:22]([CH:25]=[O:26])[CH2:21][CH2:20]3)=[N:17][N:18]2[CH:8]=1. (3) Given the reactants [C:1]([O:5][C:6]([N:8]1[CH2:13][CH2:12][N:11]([CH2:14][C:15]2[C:20]([Cl:21])=[CH:19][C:18]([C:22]([OH:24])=O)=[C:17]([NH2:25])[C:16]=2[Cl:26])[CH2:10][CH2:9]1)=[O:7])([CH3:4])([CH3:3])[CH3:2].NC1C(Cl)=C(C=O)C(C(F)(F)F)=CC=1C([NH:32][CH2:33][C:34]1[CH:39]=[C:38]([Cl:40])[CH:37]=[CH:36][C:35]=1[S:41]([CH2:44][CH3:45])(=[O:43])=[O:42])=O, predict the reaction product. The product is: [C:1]([O:5][C:6]([N:8]1[CH2:9][CH2:10][N:11]([CH2:14][C:15]2[C:20]([Cl:21])=[CH:19][C:18]([C:22](=[O:24])[NH:32][CH2:33][C:34]3[CH:39]=[C:38]([Cl:40])[CH:37]=[CH:36][C:35]=3[S:41]([CH2:44][CH3:45])(=[O:43])=[O:42])=[C:17]([NH2:25])[C:16]=2[Cl:26])[CH2:12][CH2:13]1)=[O:7])([CH3:4])([CH3:3])[CH3:2]. (4) Given the reactants C(OC([N:8]1[C:12]2[C:13]([CH:17]3[CH2:21][CH2:20][N:19](C(OC(C)(C)C)=O)[CH2:18]3)=[CH:14][CH:15]=[CH:16][C:11]=2[N:10]([CH2:29][C:30]2[CH:35]=[CH:34][CH:33]=[CH:32][CH:31]=2)[C:9]1=[O:36])=O)(C)(C)C.[ClH:37].CCOCC, predict the reaction product. The product is: [ClH:37].[CH2:29]([N:10]1[C:11]2[CH:16]=[CH:15][CH:14]=[C:13]([CH:17]3[CH2:21][CH2:20][NH:19][CH2:18]3)[C:12]=2[NH:8][C:9]1=[O:36])[C:30]1[CH:31]=[CH:32][CH:33]=[CH:34][CH:35]=1. (5) Given the reactants [F:1][C:2]1[CH:7]=[CH:6][CH:5]=[CH:4][C:3]=1[NH:8][C:9](=[S:35])[NH:10][C:11]1[CH:16]=[CH:15][C:14]([C:17]2[CH:25]=[C:24]3[C:20]([CH2:21][N:22]([C@@H:27]([CH:32]([CH3:34])[CH3:33])[C:28]([O:30]C)=[O:29])[C:23]3=[O:26])=[CH:19][CH:18]=2)=[CH:13][CH:12]=1.[Li+].[OH-].Cl, predict the reaction product. The product is: [F:1][C:2]1[CH:7]=[CH:6][CH:5]=[CH:4][C:3]=1[NH:8][C:9](=[S:35])[NH:10][C:11]1[CH:16]=[CH:15][C:14]([C:17]2[CH:25]=[C:24]3[C:20]([CH2:21][N:22]([C@@H:27]([CH:32]([CH3:33])[CH3:34])[C:28]([OH:30])=[O:29])[C:23]3=[O:26])=[CH:19][CH:18]=2)=[CH:13][CH:12]=1.